Task: Regression. Given a target protein amino acid sequence and a drug SMILES string, predict the binding affinity score between them. We predict KIBA score (integrated kinase binding score). Dataset: kiba.. Dataset: Kinase inhibitor bioactivity data combining Ki, Kd, and IC50 measurements (1) The small molecule is O=C(c1cc(-c2ccc3[nH]ncc3c2)on1)N1CCCCC1. The target protein (O95819) has sequence MANDSPAKSLVDIDLSSLRDPAGIFELVEVVGNGTYGQVYKGRHVKTGQLAAIKVMDVTEDEEEEIKLEINMLKKYSHHRNIATYYGAFIKKSPPGHDDQLWLVMEFCGAGSITDLVKNTKGNTLKEDWIAYISREILRGLAHLHIHHVIHRDIKGQNVLLTENAEVKLVDFGVSAQLDRTVGRRNTFIGTPYWMAPEVIACDENPDATYDYRSDLWSCGITAIEMAEGAPPLCDMHPMRALFLIPRNPPPRLKSKKWSKKFFSFIEGCLVKNYMQRPSTEQLLKHPFIRDQPNERQVRIQLKDHIDRTRKKRGEKDETEYEYSGSEEEEEEVPEQEGEPSSIVNVPGESTLRRDFLRLQQENKERSEALRRQQLLQEQQLREQEEYKRQLLAERQKRIEQQKEQRRRLEEQQRREREARRQQEREQRRREQEEKRRLEELERRRKEEEERRRAEEEKRRVEREQEYIRRQLEEEQRHLEVLQQQLLQEQAMLLECRWRE.... The KIBA score is 11.1. (2) The small molecule is Cc1ccc(NC(=O)Nc2ccc(-c3csc4ncnc(N)c34)cc2)cc1C. The target protein (Q9H2G2) has sequence MSFFNFRKIFKLGSEKKKKQYEHVKRDLNPEDFWEIIGELGDGAFGKVYKAQNKETSVLAAAKVIDTKSEEELEDYMVEIDILASCDHPNIVKLLDAFYYENNLWILIEFCAGGAVDAVMLELERPLTESQIQVVCKQTLDALNYLHDNKIIHRDLKAGNILFTLDGDIKLADFGVSAKNTRTIQRRDSFIGTPYWMAPEVVMCETSKDRPYDYKADVWSLGITLIEMAEIEPPHHELNPMRVLLKIAKSEPPTLAQPSRWSSNFKDFLKKCLEKNVDARWTTSQLLQHPFVTVDSNKPIRELIAEAKAEVTEEVEDGKEEDEEEETENSLPIPASKRASSDLSIASSEEDKLSQNACILESVSEKTERSNSEDKLNSKILNEKPTTDEPEKAVEDINEHITDAQLEAMTELHDRTAVIKENEREKRPKLENLPDTEDQETVDINSVSEGKENNIMITLETNIEHNLKSEEEKDQEKQQMFENKLIKSEEIKDTILQTVD.... The KIBA score is 13.4. (3) The compound is CNC(=O)C=Cc1cnc(N)c2c(-c3cc(F)c4[nH]c(C)cc4c3)csc12. The target protein (Q14289) has sequence MSGVSEPLSRVKLGTLRRPEGPAEPMVVVPVDVEKEDVRILKVCFYSNSFNPGKNFKLVKCTVQTEIREIITSILLSGRIGPNIRLAECYGLRLKHMKSDEIHWLHPQMTVGEVQDKYECLHVEAEWRYDLQIRYLPEDFMESLKEDRTTLLYFYQQLRNDYMQRYASKVSEGMALQLGCLELRRFFKDMPHNALDKKSNFELLEKEVGLDLFFPKQMQENLKPKQFRKMIQQTFQQYASLREEECVMKFFNTLAGFANIDQETYRCELIQGWNITVDLVIGPKGIRQLTSQDAKPTCLAEFKQIRSIRCLPLEEGQAVLQLGIEGAPQALSIKTSSLAEAENMADLIDGYCRLQGEHQGSLIIHPRKDGEKRNSLPQIPMLNLEARRSHLSESCSIESDIYAEIPDETLRRPGGPQYGIAREDVVLNRILGEGFFGEVYEGVYTNHKGEKINVAVKTCKKDCTLDNKEKFMSEAVIMKNLDHPHIVKLIGIIEEEPTWI.... The KIBA score is 11.9. (4) The compound is CC(N)C1CCC(C(=O)Nc2ccnc3[nH]ccc23)CC1. The target protein (Q9Y4K4) has sequence MEAPLRPAADILRRNPQQDYELVQRVGSGTYGDVYKARNVHTGELAAVKIIKLEPGDDFSLIQQEIFMVKECKHCNIVAYFGSYLSREKLWICMEYCGGGSLQDIYHVTGPLSELQIAYVCRETLQGLAYLHTKGKMHRDIKGANILLTDHGDVKLADFGVAAKITATIAKRKSFIGTPYWMAPEVAAVEKNGGYNQLCDIWAVGITAIELGELQPPMFDLHPMRALFLMSKSNFQPPKLKDKTKWSSTFHNFVKIALTKNPKKRPTAERLLTHTFVAQPGLSRALAVELLDKVNNPDNHAHYTEADDDDFEPHAIIRHTIRSTNRNARAERTASEINFDKLQFEPPLRKETEARDEMGLSSDPNFMLQWNPFVDGANTGKSTSKRAIPPPLPPKPRISSYPEDNFPDEEKASTIKHCPDSESRAPQILRRQSSPSCGPVAETSSIGNGDGISKLMSENTEGSAQAPQLPRKKDKRDFPKPAINGLPPTPKVLMGACFSK.... The KIBA score is 11.6. (5) The drug is O=c1c(NCc2ccc(Cl)c(Cl)c2)c(Nc2ccncc2)c1=O. The target protein (Q14012) has sequence MLGAVEGPRWKQAEDIRDIYDFRDVLGTGAFSEVILAEDKRTQKLVAIKCIAKEALEGKEGSMENEIAVLHKIKHPNIVALDDIYESGGHLYLIMQLVSGGELFDRIVEKGFYTERDASRLIFQVLDAVKYLHDLGIVHRDLKPENLLYYSLDEDSKIMISDFGLSKMEDPGSVLSTACGTPGYVAPEVLAQKPYSKAVDCWSIGVIAYILLCGYPPFYDENDAKLFEQILKAEYEFDSPYWDDISDSAKDFIRHLMEKDPEKRFTCEQALQHPWIAGDTALDKNIHQSVSEQIKKNFAKSKWKQAFNATAVVRHMRKLQLGTSQEGQGQTASHGELLTPVAGGPAAGCCCRDCCVEPGTELSPTLPHQL. The KIBA score is 11.4. (6) The small molecule is Cc1cc(C)c(C=C2C(=O)Nc3ccccc32)[nH]1. The target protein (Q13188) has sequence MEQPPAPKSKLKKLSEDSLTKQPEEVFDVLEKLGEGSYGSVFKAIHKESGQVVAIKQVPVESDLQEIIKEISIMQQCDSPYVVKYYGSYFKNTDLWIVMEYCGAGSVSDIIRLRNKTLIEDEIATILKSTLKGLEYLHFMRKIHRDIKAGNILLNTEGHAKLADFGVAGQLTDTMAKRNTVIGTPFWMAPEVIQEIGYNCVADIWSLGITSIEMAEGKPPYADIHPMRAIFMIPTNPPPTFRKPELWSDDFTDFVKKCLVKNPEQRATATQLLQHPFIKNAKPVSILRDLITEAMEIKAKRHEEQQRELEEEEENSDEDELDSHTMVKTSVESVGTMRATSTMSEGAQTMIEHNSTMLESDLGTMVINSEDEEEEDGTMKRNATSPQVQRPSFMDYFDKQDFKNKSHENCNQNMHEPFPMSKNVFPDNWKVPQDGDFDFLKNLSLEELQMRLKALDPMMEREIEELRQRYTAKRQPILDAMDAKKRRQQNF. The KIBA score is 12.3.